Dataset: NCI-60 drug combinations with 297,098 pairs across 59 cell lines. Task: Regression. Given two drug SMILES strings and cell line genomic features, predict the synergy score measuring deviation from expected non-interaction effect. (1) Drug 1: C1CCN(CC1)CCOC2=CC=C(C=C2)C(=O)C3=C(SC4=C3C=CC(=C4)O)C5=CC=C(C=C5)O. Drug 2: C1CC(=O)NC(=O)C1N2CC3=C(C2=O)C=CC=C3N. Cell line: SW-620. Synergy scores: CSS=-0.736, Synergy_ZIP=0.927, Synergy_Bliss=-0.276, Synergy_Loewe=-3.12, Synergy_HSA=-3.52. (2) Drug 1: CCC1(CC2CC(C3=C(CCN(C2)C1)C4=CC=CC=C4N3)(C5=C(C=C6C(=C5)C78CCN9C7C(C=CC9)(C(C(C8N6C=O)(C(=O)OC)O)OC(=O)C)CC)OC)C(=O)OC)O.OS(=O)(=O)O. Drug 2: C1CN(P(=O)(OC1)NCCCl)CCCl. Cell line: RXF 393. Synergy scores: CSS=2.57, Synergy_ZIP=-4.63, Synergy_Bliss=-4.49, Synergy_Loewe=-12.8, Synergy_HSA=-4.95.